Dataset: Full USPTO retrosynthesis dataset with 1.9M reactions from patents (1976-2016). Task: Predict the reactants needed to synthesize the given product. (1) The reactants are: [OH:1][CH2:2][C:3]([NH:6][C:7]([C:9]1[C:17]2[C:12](=[N:13][CH:14]=[C:15]([N:18]3[C:26]4[C:21](=[CH:22][CH:23]=[CH:24][CH:25]=4)[C:20]([CH:27]4[CH2:32][CH2:31][N:30](C(OC(C)(C)C)=O)[CH2:29][CH2:28]4)=[N:19]3)[N:16]=2)[N:11]([CH2:40][O:41][CH2:42][CH2:43][Si:44]([CH3:47])([CH3:46])[CH3:45])[CH:10]=1)=[O:8])([CH3:5])[CH3:4]. Given the product [OH:1][CH2:2][C:3]([NH:6][C:7]([C:9]1[C:17]2[C:12](=[N:13][CH:14]=[C:15]([N:18]3[C:26]4[C:21](=[CH:22][CH:23]=[CH:24][CH:25]=4)[C:20]([CH:27]4[CH2:32][CH2:31][NH:30][CH2:29][CH2:28]4)=[N:19]3)[N:16]=2)[N:11]([CH2:40][O:41][CH2:42][CH2:43][Si:44]([CH3:46])([CH3:45])[CH3:47])[CH:10]=1)=[O:8])([CH3:5])[CH3:4], predict the reactants needed to synthesize it. (2) Given the product [CH3:41][C:40]1[C:35]([CH2:34][O:1][C:2]2[CH:3]=[CH:4][C:5]([C:8]3[C:12](=[O:13])[C:11]([CH3:14])([CH3:15])[O:10][C:9]=3[C:16]3[CH:17]=[CH:18][C:19]([C:20]#[N:21])=[CH:22][CH:23]=3)=[CH:6][CH:7]=2)=[N:36][CH:37]=[C:38]([CH3:42])[CH:39]=1, predict the reactants needed to synthesize it. The reactants are: [OH:1][C:2]1[CH:7]=[CH:6][C:5]([C:8]2[C:12](=[O:13])[C:11]([CH3:15])([CH3:14])[O:10][C:9]=2[C:16]2[CH:23]=[CH:22][C:19]([C:20]#[N:21])=[CH:18][CH:17]=2)=[CH:4][CH:3]=1.C(=O)([O-])[O-].CN(C=O)C.Cl[CH2:34][C:35]1[C:40]([CH3:41])=[CH:39][C:38]([CH3:42])=[CH:37][N:36]=1. (3) Given the product [CH:8]([C:7]1[CH:10]=[CH:11][C:4]([C:1]([NH:36][CH2:37][CH2:38][N:39]2[CH2:44][CH2:43][CH:42]([O:45][C:46](=[O:60])[NH:47][C:48]3[CH:53]=[CH:52][CH:51]=[CH:50][C:49]=3[C:54]3[CH:59]=[CH:58][CH:57]=[CH:56][CH:55]=3)[CH2:41][CH2:40]2)=[O:3])=[CH:5][CH:6]=1)=[O:9], predict the reactants needed to synthesize it. The reactants are: [C:1]([C:4]1[CH:11]=[CH:10][C:7]([CH:8]=[O:9])=[CH:6][CH:5]=1)([OH:3])=O.CN(C(ON1N=NC2C=CC=NC1=2)=[N+](C)C)C.F[P-](F)(F)(F)(F)F.[NH2:36][CH2:37][CH2:38][N:39]1[CH2:44][CH2:43][CH:42]([O:45][C:46](=[O:60])[NH:47][C:48]2[CH:53]=[CH:52][CH:51]=[CH:50][C:49]=2[C:54]2[CH:59]=[CH:58][CH:57]=[CH:56][CH:55]=2)[CH2:41][CH2:40]1.CCN(C(C)C)C(C)C. (4) Given the product [O:10]1[CH2:11][CH2:12][NH:13][C:8]([C:4]2[CH:5]=[CH:6][CH:7]=[C:2]([CH3:1])[C:3]=2[NH2:14])=[N:9]1, predict the reactants needed to synthesize it. The reactants are: [CH3:1][C:2]1[C:3]([N+:14]([O-])=O)=[C:4]([C:8]2[NH:13][CH2:12][CH2:11][O:10][N:9]=2)[CH:5]=[CH:6][CH:7]=1. (5) The reactants are: C1(P(C2C=CC=CC=2)C2C=CC=CC=2)C=CC=CC=1.[Br:20]Br.N1C=CN=C1.[CH:27]1([CH:33]([CH2:48][CH2:49]O)[C:34]([NH:36][CH2:37][C:38]2[C:43]([Cl:44])=[CH:42][C:41]([O:45][CH3:46])=[CH:40][C:39]=2[Cl:47])=[O:35])[CH2:32][CH2:31][CH2:30][CH2:29][CH2:28]1. Given the product [Br:20][CH2:49][CH2:48][CH:33]([CH:27]1[CH2:32][CH2:31][CH2:30][CH2:29][CH2:28]1)[C:34]([NH:36][CH2:37][C:38]1[C:43]([Cl:44])=[CH:42][C:41]([O:45][CH3:46])=[CH:40][C:39]=1[Cl:47])=[O:35], predict the reactants needed to synthesize it. (6) Given the product [CH:13]([C:12]1[CH:11]=[CH:15][C:21]([CH2:24][C:25]([OH:27])=[O:26])=[CH:20][CH:19]=1)=[O:14], predict the reactants needed to synthesize it. The reactants are: [H-].C([Al+]CC(C)C)C(C)C.[CH2:11]1[CH2:15][O:14][CH2:13][CH2:12]1.C(C1C=C[C:21]([CH2:24][C:25]([OH:27])=[O:26])=[CH:20][CH:19]=1)#N. (7) Given the product [Cl:31][C:27]1[CH:26]=[C:25]2[NH:24][C:23](=[O:32])[C@:15]3([C@@H:14]([C:33]4[CH:38]=[CH:37][C:36]([F:39])=[C:35]([Cl:40])[CH:34]=4)[C@H:13]([C:11]([NH:10][C:7]4[CH:8]=[CH:9][C:4]([C:3]([OH:43])=[O:2])=[CH:5][C:6]=4[O:41][CH3:42])=[O:12])[NH:17][C@H:16]3[CH2:18][C:19]([CH3:21])([CH3:20])[CH3:22])[C:30]2=[CH:29][CH:28]=1, predict the reactants needed to synthesize it. The reactants are: C[O:2][C:3](=[O:43])[C:4]1[CH:9]=[CH:8][C:7]([NH:10][C:11]([C@H:13]2[NH:17][C@@H:16]([CH2:18][C:19]([CH3:22])([CH3:21])[CH3:20])[C@:15]3([C:30]4[C:25](=[CH:26][C:27]([Cl:31])=[CH:28][CH:29]=4)[NH:24][C:23]3=[O:32])[C@H:14]2[C:33]2[CH:38]=[CH:37][C:36]([F:39])=[C:35]([Cl:40])[CH:34]=2)=[O:12])=[C:6]([O:41][CH3:42])[CH:5]=1.[OH-].[Na+].Cl.